Dataset: hERG Central: cardiac toxicity at 1µM, 10µM, and general inhibition. Task: Predict hERG channel inhibition at various concentrations. (1) The drug is Cc1cccn2c(=O)c(/C=C(\C#N)S(=O)(=O)c3ccc(Cl)cc3)c(N3CCC(C(N)=O)CC3)nc12. Results: hERG_inhib (hERG inhibition (general)): blocker. (2) The compound is CCCCN(C)Cc1c(C)[nH]c2c(ccc3ccccc32)c1=O. Results: hERG_inhib (hERG inhibition (general)): blocker. (3) The molecule is Cc1cc2nc(C3CCN(Cc4nnnn4Cc4cccs4)CC3)[nH]c2cc1C. Results: hERG_inhib (hERG inhibition (general)): blocker. (4) The drug is Cc1ccccc1CSCCNC(=O)CSCc1ccc([N+](=O)[O-])cc1. Results: hERG_inhib (hERG inhibition (general)): blocker. (5) The compound is O=C(NCC(c1ccco1)N1CCCC1)c1ccccc1Sc1ccc(C(F)(F)F)cc1[N+](=O)[O-]. Results: hERG_inhib (hERG inhibition (general)): blocker. (6) The compound is CCCCCCCCCCOC(=O)Cn1c(COc2cccc(OC)c2)[n+](C)c2ccccc21.[Cl-]. Results: hERG_inhib (hERG inhibition (general)): blocker.